From a dataset of Catalyst prediction with 721,799 reactions and 888 catalyst types from USPTO. Predict which catalyst facilitates the given reaction. (1) Reactant: Br[C:2]1[CH:3]=[C:4]([CH:8]2[CH2:17][C:16]([CH3:19])([CH3:18])[C:15]3[C:10](=[C:11]([CH3:21])[CH:12]=[C:13]([F:20])[CH:14]=3)[NH:9]2)[CH:5]=[CH:6][CH:7]=1.[NH2:22][C:23]([CH3:28])([CH3:27])[C:24]([OH:26])=[O:25].C(=O)([O-])[O-].[K+].[K+]. Product: [F:20][C:13]1[CH:14]=[C:15]2[C:10](=[C:11]([CH3:21])[CH:12]=1)[NH:9][CH:8]([C:4]1[CH:3]=[C:2]([NH:22][C:23]([CH3:28])([CH3:27])[C:24]([OH:26])=[O:25])[CH:7]=[CH:6][CH:5]=1)[CH2:17][C:16]2([CH3:19])[CH3:18]. The catalyst class is: 156. (2) Reactant: [F:1][C:2]([F:18])([F:17])[C:3]([NH:5][CH2:6][CH2:7][S:8][C:9]1[CH:14]=[CH:13][C:12]([O:15][CH3:16])=[CH:11][CH:10]=1)=[O:4].C=O.[C:21]1(C)C=CC(S(O)(=O)=O)=CC=1. Product: [F:18][C:2]([F:1])([F:17])[C:3]([N:5]1[CH2:21][C:10]2[CH:11]=[C:12]([O:15][CH3:16])[CH:13]=[CH:14][C:9]=2[S:8][CH2:7][CH2:6]1)=[O:4]. The catalyst class is: 11. (3) Reactant: CN(C)C(=O)C.[Br:7][C:8]1[CH:13]=[C:12]([Cl:14])[CH:11]=[CH:10][C:9]=1F.C(=O)([O-])[O-].[Cs+].[Cs+].[NH:22]1[CH:26]=[CH:25][CH:24]=[N:23]1. Product: [Br:7][C:8]1[CH:13]=[C:12]([Cl:14])[CH:11]=[CH:10][C:9]=1[N:22]1[CH:26]=[CH:25][CH:24]=[N:23]1. The catalyst class is: 13. (4) Reactant: [C:1]([C:3]1[CH:4]=[CH:5][C:6]([O:12][C:13]2[CH:18]=[C:17]([Cl:19])[CH:16]=[C:15]([Cl:20])[CH:14]=2)=[C:7]([N+:9]([O-])=O)[CH:8]=1)#[N:2].O.O.[Sn](Cl)Cl.C([O-])(O)=O.[Na+]. Product: [C:1]([C:3]1[CH:4]=[CH:5][C:6]([O:12][C:13]2[CH:14]=[C:15]([Cl:20])[CH:16]=[C:17]([Cl:19])[CH:18]=2)=[C:7]([CH:8]=1)[NH2:9])#[N:2]. The catalyst class is: 25.